This data is from Full USPTO retrosynthesis dataset with 1.9M reactions from patents (1976-2016). The task is: Predict the reactants needed to synthesize the given product. (1) Given the product [O:7]=[C:6]1[NH:8][C@@H:9]([CH2:10][C:11]([O:13][CH2:14][C:15]2[CH:16]=[CH:17][CH:18]=[CH:19][CH:20]=2)=[O:12])[CH2:21][O:22]1, predict the reactants needed to synthesize it. The reactants are: C(O[C:6]([NH:8][C@H:9]([CH2:21][OH:22])[CH2:10][C:11]([O:13][CH2:14][C:15]1[CH:20]=[CH:19][CH:18]=[CH:17][CH:16]=1)=[O:12])=[O:7])(C)(C)C.N1C=CC=CC=1.C1(C)C=CC(S(OS(C2C=CC(C)=CC=2)(=O)=O)(=O)=O)=CC=1. (2) Given the product [O:22]=[C:2]1[C:3]2([C:21]3[C:12](=[CH:13][C:14]4[O:19][CH2:18][CH2:17][O:16][C:15]=4[CH:20]=3)[O:11][CH2:10]2)[C:4]2[C:9](=[CH:8][CH:7]=[CH:6][CH:5]=2)[N:1]1[CH2:45][C:46]1[CH:56]=[CH:55][C:49]([C:50]([O:52][CH2:53][CH3:54])=[O:51])=[CH:48][CH:47]=1, predict the reactants needed to synthesize it. The reactants are: [NH:1]1[C:9]2[C:4](=[CH:5][CH:6]=[CH:7][CH:8]=2)[C:3]2([C:21]3[C:12](=[CH:13][C:14]4[O:19][CH2:18][CH2:17][O:16][C:15]=4[CH:20]=3)[O:11][CH2:10]2)[C:2]1=[O:22].N1C2C(=CC=CC=2)C2(C3C4C(C=CC=3OC2)=NON=4)C1=O.Br[CH2:45][C:46]1[CH:56]=[CH:55][C:49]([C:50]([O:52][CH2:53][CH3:54])=[O:51])=[CH:48][CH:47]=1.C(OC1C=CC(CCl)=NC=1)C1C=CC=CC=1. (3) The reactants are: [CH2:1]([C:8]1([N:34]([CH3:36])[CH3:35])[CH2:13][CH2:12][C:11]([CH2:15][CH2:16][CH2:17][C:18]2[C:26]3[C:21](=[CH:22][CH:23]=[CH:24][CH:25]=3)[NH:20][C:19]=2[Si](CC)(CC)CC)([OH:14])[CH2:10][CH2:9]1)[C:2]1[CH:7]=[CH:6][CH:5]=[CH:4][CH:3]=1.O.O.O.[F-].C([N+](CCCC)(CCCC)CCCC)CCC. Given the product [NH:20]1[C:21]2[C:26](=[CH:25][CH:24]=[CH:23][CH:22]=2)[C:18]([CH2:17][CH2:16][CH2:15][C:11]2([OH:14])[CH2:12][CH2:13][C:8]([CH2:1][C:2]3[CH:7]=[CH:6][CH:5]=[CH:4][CH:3]=3)([N:34]([CH3:36])[CH3:35])[CH2:9][CH2:10]2)=[CH:19]1, predict the reactants needed to synthesize it. (4) Given the product [NH2:1][C:2]1[C:3]([C:14]([O:16][CH3:22])=[O:15])=[N:4][C:5]([C:8]2[CH:9]=[N:10][CH:11]=[CH:12][CH:13]=2)=[CH:6][N:7]=1, predict the reactants needed to synthesize it. The reactants are: [NH2:1][C:2]1[C:3]([C:14]([OH:16])=[O:15])=[N:4][C:5]([C:8]2[CH:9]=[N:10][CH:11]=[CH:12][CH:13]=2)=[CH:6][N:7]=1.OS(O)(=O)=O.[CH3:22]O.